Dataset: Catalyst prediction with 721,799 reactions and 888 catalyst types from USPTO. Task: Predict which catalyst facilitates the given reaction. (1) Reactant: [CH:1]1([NH:4][C:5]2[N:10]3[N:11]=[CH:12][C:13]([CH:14]=O)=[C:9]3[N:8]=[C:7]([S:16][CH3:17])[N:6]=2)[CH2:3][CH2:2]1.[NH:18]1[CH2:24][C:22](=[O:23])[NH:21][C:19]1=[O:20].N1CCCCC1. Product: [CH:1]1([NH:4][C:5]2[N:10]3[N:11]=[CH:12][C:13](/[CH:14]=[C:24]4/[C:22](=[O:23])[NH:21][C:19](=[O:20])[NH:18]/4)=[C:9]3[N:8]=[C:7]([S:16][CH3:17])[N:6]=2)[CH2:3][CH2:2]1. The catalyst class is: 8. (2) Reactant: [CH3:1][S-:2].[Na+].[F:4][C:5]1[CH:6]=[C:7]([CH:10]=[CH:11][C:12]=1F)[C:8]#[N:9]. Product: [F:4][C:5]1[CH:6]=[C:7]([CH:10]=[CH:11][C:12]=1[S:2][CH3:1])[C:8]#[N:9]. The catalyst class is: 3. (3) The catalyst class is: 3. Product: [C:23]1([C:20]2[N:19]=[C:18]([CH2:17][S:10][C:9]3[N:11]=[C:4]4[CH:5]=[CH:6][CH:7]=[CH:2][N:3]4[N:8]=3)[NH:22][CH:21]=2)[CH:24]=[CH:25][CH:26]=[CH:27][CH:28]=1. Reactant: N=[C:2]1[CH:7]=[CH:6][CH:5]=[CH:4][N:3]1[NH:8][C:9]([N:11]1C=CN=C1)=[S:10].Cl[CH2:17][C:18]1[NH:19][C:20]([C:23]2[CH:28]=[CH:27][CH:26]=[CH:25][CH:24]=2)=[CH:21][N:22]=1. (4) Reactant: C(OC([NH:8][C@@H:9]([C:15]1[CH:20]=[C:19]([NH:21][C:22]([O:24][CH3:25])=[O:23])[CH:18]=[CH:17][C:16]=1[S:26]([CH:29]([CH3:31])[CH3:30])(=[O:28])=[O:27])[CH2:10][C:11]([O:13][CH3:14])=[O:12])=O)(C)(C)C.[ClH:32].O1CCOCC1. Product: [ClH:32].[NH2:8][C@@H:9]([C:15]1[CH:20]=[C:19]([NH:21][C:22]([O:24][CH3:25])=[O:23])[CH:18]=[CH:17][C:16]=1[S:26]([CH:29]([CH3:31])[CH3:30])(=[O:28])=[O:27])[CH2:10][C:11]([O:13][CH3:14])=[O:12]. The catalyst class is: 25. (5) Reactant: Br[C:2]1[C:3]2[C:8]([CH:9]=[C:10]3[C:15]=1[CH:14]=[CH:13][CH:12]=[CH:11]3)=[CH:7][CH:6]=[CH:5][CH:4]=2.[NH:16]1[CH:20]=[CH:19][N:18]=[CH:17]1.C(=O)([O-])[O-].[K+].[K+]. Product: [CH:14]1[C:15]2[C:10](=[CH:9][C:8]3[C:3]([C:2]=2[N:16]2[CH:20]=[CH:19][NH:18][CH2:17]2)=[CH:4][CH:5]=[CH:6][CH:7]=3)[CH:11]=[CH:12][CH:13]=1. The catalyst class is: 2. (6) Reactant: C([O:8][C:9]1[CH:10]=[C:11]2[C:16](=[CH:17][C:18]=1[O:19][CH3:20])[N:15]=[C:14]([C:21]1[CH:26]=[CH:25][C:24]([CH2:27][C:28]([NH:30][C:31]3[CH:35]=[C:34]([C:36]4([C:39]([F:42])([F:41])[F:40])[CH2:38][CH2:37]4)[O:33][N:32]=3)=[O:29])=[C:23]([F:43])[CH:22]=1)[CH:13]=[N:12]2)C1C=CC=CC=1. Product: [F:43][C:23]1[CH:22]=[C:21]([C:14]2[CH:13]=[N:12][C:11]3[C:16](=[CH:17][C:18]([O:19][CH3:20])=[C:9]([OH:8])[CH:10]=3)[N:15]=2)[CH:26]=[CH:25][C:24]=1[CH2:27][C:28]([NH:30][C:31]1[CH:35]=[C:34]([C:36]2([C:39]([F:40])([F:41])[F:42])[CH2:38][CH2:37]2)[O:33][N:32]=1)=[O:29]. The catalyst class is: 67.